From a dataset of NCI-60 drug combinations with 297,098 pairs across 59 cell lines. Regression. Given two drug SMILES strings and cell line genomic features, predict the synergy score measuring deviation from expected non-interaction effect. Drug 1: COC1=C(C=C2C(=C1)N=CN=C2NC3=CC(=C(C=C3)F)Cl)OCCCN4CCOCC4. Drug 2: CN(CCCl)CCCl.Cl. Cell line: DU-145. Synergy scores: CSS=32.8, Synergy_ZIP=-4.01, Synergy_Bliss=-2.36, Synergy_Loewe=-1.42, Synergy_HSA=0.300.